From a dataset of Reaction yield outcomes from USPTO patents with 853,638 reactions. Predict the reaction yield, written as a fraction of the theoretical maximum amount of product (1.0 means a 100% yield; for example, 0.34 means a 34% yield). (1) The reactants are Cl[C:2]1[CH:3]=[C:4]([N:13]([CH2:20][CH3:21])[CH:14]2[CH2:19][CH2:18][O:17][CH2:16][CH2:15]2)[C:5]([CH2:11][CH3:12])=[C:6]([CH:10]=1)[C:7]([OH:9])=O.CN(C(ON1N=N[C:32]2[CH:33]=[CH:34][CH:35]=N[C:31]1=2)=[N+](C)C)C.F[P-](F)(F)(F)(F)F.[CH3:46][CH2:47][N:48]([CH:52]([CH3:54])C)[CH:49]([CH3:51])C.[NH2:55][CH2:56][C:57]1[C:58](=[O:65])[NH:59][C:60]([CH3:64])=[CH:61][C:62]=1[CH3:63].CN(C=[O:70])C. The catalyst is O. The product is [CH3:63][C:62]1[CH:61]=[C:60]([CH3:64])[NH:59][C:58](=[O:65])[C:57]=1[CH2:56][NH:55][C:7]([C:6]1[CH:10]=[C:2]([C:33]2[CH:34]=[CH:35][C:54]([CH2:52][N:48]3[CH2:47][CH2:46][O:70][CH2:51][CH2:49]3)=[CH:31][CH:32]=2)[CH:3]=[C:4]([N:13]([CH2:20][CH3:21])[CH:14]2[CH2:19][CH2:18][O:17][CH2:16][CH2:15]2)[C:5]=1[CH2:11][CH3:12])=[O:9]. The yield is 0.790. (2) The reactants are NC1C=CC([C:8]2[C:13]([S:14]([NH2:17])(=[O:16])=[O:15])=[CH:12][CH:11]=[C:10]([NH2:18])[CH:9]=2)=CC=1.[C:19]([C:21]1[CH:26]=[CH:25][C:24]([N:27]=[C:28]=[O:29])=[CH:23][CH:22]=1)#[N:20].[K+].[Br-].NC(N)=O. No catalyst specified. The product is [CH:26]1[C:21]([C:19]#[N:20])=[CH:22][CH:23]=[C:24]([NH:27][C:28]([NH:18][C:10]2[CH:11]=[CH:12][C:13]([S:14]([NH2:17])(=[O:15])=[O:16])=[CH:8][CH:9]=2)=[O:29])[CH:25]=1. The yield is 0.606. (3) The reactants are [Cl:1][C:2]1[CH:7]=[CH:6][C:5]([CH2:8][C:9]([N:11]2[C@H:15]([CH:16]([CH3:18])[CH3:17])[CH2:14][O:13][C:12]2=[O:19])=[O:10])=[CH:4][CH:3]=1.[CH3:20][Si]([N-][Si](C)(C)C)(C)C.[Na+].CI.CC(O)=O. The catalyst is C1COCC1.CCOCC. The product is [Cl:1][C:2]1[CH:7]=[CH:6][C:5]([C@@H:8]([CH3:20])[C:9]([N:11]2[C@H:15]([CH:16]([CH3:17])[CH3:18])[CH2:14][O:13][C:12]2=[O:19])=[O:10])=[CH:4][CH:3]=1. The yield is 0.540. (4) The reactants are [CH2:1]([O:3][C:4](=[O:14])[C:5](=[N:12]O)[C:6](=[O:11])[C:7]([F:10])([F:9])[F:8])[CH3:2].[ClH:15].[H][H]. The catalyst is C(O)C.[Pd]. The product is [ClH:15].[CH2:1]([O:3][C:4](=[O:14])[CH:5]([NH2:12])[C:6](=[O:11])[C:7]([F:8])([F:9])[F:10])[CH3:2]. The yield is 0.618. (5) The reactants are [ClH:1].Cl.[S:3]1[C:7]2[CH:8]=[CH:9][C:10]([CH2:12][NH:13][CH:14]3[CH2:19][CH2:18][N:17]([CH2:20][C@H:21]4[N:31]5[C:32]6[N:23]([C:24](=[O:34])[CH:25]=[CH:26][C:27]=6[CH:28]=[CH:29][C:30]5=[O:33])[CH2:22]4)[CH2:16][CH2:15]3)=[CH:11][C:6]=2[N:5]=[N:4]1.C(N(CC)CC)C.S1C2C=CC(C=O)=CC=2N=N1.C(O[BH-](OC(=O)C)OC(=O)C)(=O)C.[Na+].C([O-])(O)=O.[Na+]. The catalyst is C(Cl)(Cl)Cl.CO. The product is [ClH:1].[S:3]1[C:7]2[CH:8]=[CH:9][C:10]([CH2:12][NH:13][CH:14]3[CH2:15][CH2:16][N:17]([CH2:20][C@H:21]4[N:31]5[C:32]6[N:23]([C:24](=[O:34])[CH:25]=[CH:26][C:27]=6[CH:28]=[CH:29][C:30]5=[O:33])[CH2:22]4)[CH2:18][CH2:19]3)=[CH:11][C:6]=2[N:5]=[N:4]1. The yield is 0.360. (6) The reactants are [NH2:1][C:2]1[N:7]=[C:6]([O:8][CH3:9])[CH:5]=[C:4]([O:10][CH3:11])[N:3]=1.[CH2:12]([O:14][C:15]([N:17]=[C:18]=[S:19])=[O:16])[CH3:13]. The catalyst is O1CCCC1. The product is [CH3:9][O:8][C:6]1[CH:5]=[C:4]([O:10][CH3:11])[N:3]=[C:2]([NH:1][C:18]([NH:17][C:15](=[O:16])[O:14][CH2:12][CH3:13])=[S:19])[N:7]=1. The yield is 0.870. (7) The reactants are [CH3:26][S:25][C:16]1[C:15](C=C[C:15]2[C:16]([S:25][CH3:26])=[CH:17][C:18]3[C:23]([CH:24]=2)=[CH:22][CH:21]=[CH:20][CH:19]=3)=[CH:24][C:23]2[C:18](=[CH:19][CH:20]=[CH:21][CH:22]=2)[CH:17]=1.II.S([O-])(O)=O.[Na+]. The product is [CH:21]1[CH:22]=[C:23]2[C:18]([CH:17]=[C:16]3[S:25][C:26]4[C:15]5[C:16]([S:25][C:26]=4[C:15]3=[CH:24]2)=[CH:17][C:18]2[C:23](=[CH:22][CH:21]=[CH:20][CH:19]=2)[CH:24]=5)=[CH:19][CH:20]=1. The yield is 0.850. The catalyst is C(Cl)(Cl)Cl. (8) The reactants are [OH:1][C:2]1[CH:7]=[CH:6][C:5]([C:8]([F:11])([F:10])[F:9])=[CH:4][N:3]=1.C(NC1C=CC([O:27][C:28]([N:30]2[CH2:35][CH2:34][CH:33]([O:36][Si](C(C)(C)C)(C)C)[CH2:32][CH2:31]2)=O)=NC=1)(=O)C1C=CC=CC=1.C(N(CC)CC)C.F. The catalyst is C(#N)C.CCCCCCC. The product is [F:10][C:8]([F:9])([F:11])[C:5]1[CH:6]=[CH:7][C:2]([O:1][C:28]([N:30]2[CH2:35][CH2:34][CH:33]([OH:36])[CH2:32][CH2:31]2)=[O:27])=[N:3][CH:4]=1. The yield is 0.470.